From a dataset of Full USPTO retrosynthesis dataset with 1.9M reactions from patents (1976-2016). Predict the reactants needed to synthesize the given product. Given the product [O:6]=[S:5]1(=[O:7])[CH2:4][CH2:3][CH2:2][N:9]1[C:10]1[CH:40]=[CH:39][C:13]2[N:14]=[C:15]([NH:17][C:18]3[CH:23]=[C:22]([CH2:24][C:25]4[CH:26]=[CH:27][CH:28]=[CH:29][CH:30]=4)[N:21]=[C:20]([NH:31][C@H:32]4[CH2:33][CH2:34][C@H:35]([OH:38])[CH2:36][CH2:37]4)[N:19]=3)[S:16][C:12]=2[CH:11]=1, predict the reactants needed to synthesize it. The reactants are: Cl[CH2:2][CH2:3][CH2:4][S:5](Cl)(=[O:7])=[O:6].[NH2:9][C:10]1[CH:40]=[CH:39][C:13]2[N:14]=[C:15]([NH:17][C:18]3[CH:23]=[C:22]([CH2:24][C:25]4[CH:30]=[CH:29][CH:28]=[CH:27][CH:26]=4)[N:21]=[C:20]([NH:31][C@H:32]4[CH2:37][CH2:36][C@H:35]([OH:38])[CH2:34][CH2:33]4)[N:19]=3)[S:16][C:12]=2[CH:11]=1.C(N(C(C)C)CC)(C)C.CC(C)([O-])C.[K+].